Dataset: Forward reaction prediction with 1.9M reactions from USPTO patents (1976-2016). Task: Predict the product of the given reaction. (1) The product is: [CH2:58]([O:57][P:56]([CH2:51][CH:43]([NH:41][C:22](=[O:24])[C:21]1[CH:20]=[CH:19][C:18]([N:17]([CH2:16][C:10]2[N:11]=[C:12]3[C:7](=[N:8][CH:9]=2)[N:6]=[C:5]([NH2:4])[N:14]=[C:13]3[NH2:15])[CH3:27])=[CH:26][CH:25]=1)[CH3:44])(=[O:63])[O:60][CH2:61][CH3:62])[CH3:59]. Given the reactants O.O.Cl.[NH2:4][C:5]1[N:14]=[C:13]([NH2:15])[C:12]2[C:7](=[N:8][CH:9]=[C:10]([CH2:16][N:17]([CH3:27])[C:18]3[CH:26]=[CH:25][C:21]([C:22]([OH:24])=O)=[CH:20][CH:19]=3)[N:11]=2)[N:6]=1.NC1N=C(N)C2C(=NC=C(C[N:41]([C:43]3[CH:51]=CC(C(O)=O)=C[CH:44]=3)C)N=2)N=1.O.O.C([P:56](=[O:63])([O:60][CH2:61][CH3:62])[O:57][CH2:58][CH3:59])#N.CCN(C(C)C)C(C)C.C(OP(CCCN)(=O)OCC)C, predict the reaction product. (2) Given the reactants Cl[C:2]1[CH:3]=[C:4]([CH:9]=[CH:10][N:11]=1)[C:5]([O:7][CH3:8])=[O:6].[Br-].[CH2:13]([Zn+])[C:14]1[CH:19]=[CH:18][CH:17]=[CH:16][CH:15]=1, predict the reaction product. The product is: [CH2:13]([C:2]1[CH:3]=[C:4]([CH:9]=[CH:10][N:11]=1)[C:5]([O:7][CH3:8])=[O:6])[C:14]1[CH:19]=[CH:18][CH:17]=[CH:16][CH:15]=1. (3) Given the reactants [Br:1][C:2]1[CH:3]=[C:4]([N+:27]([O-])=O)[C:5]([NH:8][CH2:9][CH2:10][CH:11]([NH:19][C:20]([O:22][C:23]([CH3:26])([CH3:25])[CH3:24])=[O:21])[C:12]([O:14][C:15]([CH3:18])([CH3:17])[CH3:16])=[O:13])=[N:6][CH:7]=1.[Cl-].[NH4+].C(O)C, predict the reaction product. The product is: [NH2:27][C:4]1[C:5]([NH:8][CH2:9][CH2:10][CH:11]([NH:19][C:20]([O:22][C:23]([CH3:26])([CH3:25])[CH3:24])=[O:21])[C:12]([O:14][C:15]([CH3:17])([CH3:18])[CH3:16])=[O:13])=[N:6][CH:7]=[C:2]([Br:1])[CH:3]=1. (4) Given the reactants [H-].[H-].[H-].[H-].[Li+].[Al+3].[F:7][C:8]1[CH:13]=[CH:12][C:11]([N:14]=[CH:15][C:16]2[C:17]([NH:24][CH3:25])=[N:18][C:19]([S:22][CH3:23])=[N:20][CH:21]=2)=[CH:10][C:9]=1[N+:26]([O-:28])=[O:27].[OH-].[Na+], predict the reaction product. The product is: [F:7][C:8]1[CH:13]=[CH:12][C:11]([NH:14][CH2:15][C:16]2[C:17]([NH:24][CH3:25])=[N:18][C:19]([S:22][CH3:23])=[N:20][CH:21]=2)=[CH:10][C:9]=1[N+:26]([O-:28])=[O:27].